Dataset: KCNQ2 potassium channel screen with 302,405 compounds. Task: Binary Classification. Given a drug SMILES string, predict its activity (active/inactive) in a high-throughput screening assay against a specified biological target. (1) The compound is S(=O)(=O)(CC(=O)NCCCN1CC(CC(C1)C)C)Cc1nc(oc1C)c1c(F)cccc1. The result is 0 (inactive). (2) The molecule is OCCC1N(CCN(C2CCN(CC2)c2cc3OCOc3cc2)C1)CCC(C)C. The result is 0 (inactive). (3) The molecule is O=C1C(C(C)(C)C)=CC(/C=C1C(C)(C)C)=C\NOCC(=O)NC(C)(C)C. The result is 0 (inactive).